Dataset: Peptide-MHC class II binding affinity with 134,281 pairs from IEDB. Task: Regression. Given a peptide amino acid sequence and an MHC pseudo amino acid sequence, predict their binding affinity value. This is MHC class II binding data. (1) The binding affinity (normalized) is 0.196. The MHC is HLA-DPA10201-DPB10501 with pseudo-sequence HLA-DPA10201-DPB10501. The peptide sequence is YFRNEQSIPPLIQKY. (2) The peptide sequence is DPKMLELMRLYITIH. The MHC is DRB1_1101 with pseudo-sequence DRB1_1101. The binding affinity (normalized) is 0.449.